This data is from Forward reaction prediction with 1.9M reactions from USPTO patents (1976-2016). The task is: Predict the product of the given reaction. (1) Given the reactants [Cl:1][C:2]1[CH:7]=[C:6]([OH:8])[CH:5]=[CH:4][C:3]=1[CH:9]([CH3:24])[C:10]([C:16]1[CH:17]=[CH:18][C:19](=[O:23])[N:20]([CH3:22])[CH:21]=1)([OH:15])[C:11]([F:14])([F:13])[F:12].[CH3:25][O:26][C:27]([C:29]1[CH:34]=[CH:33][C:32](B(O)O)=[CH:31][CH:30]=1)=[O:28].N1C=CC=CC=1, predict the reaction product. The product is: [CH3:25][O:26][C:27](=[O:28])[C:29]1[CH:34]=[CH:33][C:32]([O:8][C:6]2[CH:5]=[CH:4][C:3]([CH:9]([CH3:24])[C:10]([OH:15])([C:16]3[CH:17]=[CH:18][C:19](=[O:23])[N:20]([CH3:22])[CH:21]=3)[C:11]([F:13])([F:14])[F:12])=[C:2]([Cl:1])[CH:7]=2)=[CH:31][CH:30]=1. (2) Given the reactants [CH3:1][O:2][C:3]1[CH:4]=[C:5]([CH2:11][C@H:12]([NH:42]C(=O)OC(C)(C)C)[C:13]([N:15]2[CH2:20][CH2:19][CH:18]([N:21]3[N:30]=[C:29]([C:31]4[CH:36]=[CH:35][C:34]([O:37][CH3:38])=[C:33]([O:39][CH3:40])[CH:32]=4)[C@@H:28]4[C@@H:23]([CH2:24][CH2:25][CH2:26][CH2:27]4)[C:22]3=[O:41])[CH2:17][CH2:16]2)=[O:14])[CH:6]=[CH:7][C:8]=1[O:9][CH3:10].[ClH:50].C(OCC)C, predict the reaction product. The product is: [ClH:50].[NH2:42][C@@H:12]([CH2:11][C:5]1[CH:6]=[CH:7][C:8]([O:9][CH3:10])=[C:3]([O:2][CH3:1])[CH:4]=1)[C:13]([N:15]1[CH2:16][CH2:17][CH:18]([N:21]2[N:30]=[C:29]([C:31]3[CH:36]=[CH:35][C:34]([O:37][CH3:38])=[C:33]([O:39][CH3:40])[CH:32]=3)[C@@H:28]3[C@@H:23]([CH2:24][CH2:25][CH2:26][CH2:27]3)[C:22]2=[O:41])[CH2:19][CH2:20]1)=[O:14]. (3) Given the reactants [CH3:1][O:2][CH:3]([O:11][CH3:12])[C:4]1[S:5][CH:6]=[C:7]([CH:9]=O)[N:8]=1.[CH3:13][NH:14][CH3:15].[BH4-].[Na+], predict the reaction product. The product is: [CH3:1][O:2][CH:3]([O:11][CH3:12])[C:4]1[S:5][CH:6]=[C:7]([CH2:9][N:14]([CH3:15])[CH3:13])[N:8]=1. (4) Given the reactants [Br:1][C:2]1[CH:7]=[CH:6][C:5]([Br:8])=[CH:4][C:3]=1[S:9]([NH:12][C@H:13]1[CH2:17][N:16]([C:18](OC(C)(C)C)=O)[C@@H:15]([CH2:25][O:26][C:27](=[O:32])[C:28]([CH3:31])([CH3:30])[CH3:29])[CH2:14]1)(=[O:11])=[O:10].Cl.CC[N:36](C(C)C)C(C)C.BrC#N.C(O)C(N)(CO)CO, predict the reaction product. The product is: [CH3:30][C:28]([CH3:31])([CH3:29])[C:27]([O:26][CH2:25][C@H:15]1[CH2:14][C@@H:13]([NH:12][S:9]([C:3]2[CH:4]=[C:5]([Br:8])[CH:6]=[CH:7][C:2]=2[Br:1])(=[O:10])=[O:11])[CH2:17][N:16]1[C:18]#[N:36])=[O:32]. (5) Given the reactants C(OC([NH:8][C:9]1[CH:10]=[C:11]2[C:16](=[CH:17][CH:18]=1)[N:15]([C:19]([CH:21]1[CH2:26][CH2:25][CH2:24][CH2:23][CH2:22]1)=[O:20])[CH:14]([CH2:27][N:28]1[CH2:33][CH2:32][N:31]([C:34]3[CH:39]=[CH:38][C:37]([F:40])=[CH:36][C:35]=3[O:41][CH3:42])[CH2:30][CH2:29]1)[CH2:13][CH2:12]2)=O)(C)(C)C.Cl, predict the reaction product. The product is: [NH2:8][C:9]1[CH:10]=[C:11]2[C:16](=[CH:17][CH:18]=1)[N:15]([C:19]([CH:21]1[CH2:22][CH2:23][CH2:24][CH2:25][CH2:26]1)=[O:20])[CH:14]([CH2:27][N:28]1[CH2:33][CH2:32][N:31]([C:34]3[CH:39]=[CH:38][C:37]([F:40])=[CH:36][C:35]=3[O:41][CH3:42])[CH2:30][CH2:29]1)[CH2:13][CH2:12]2. (6) Given the reactants [CH2:1]([O:3][C:4]1[CH:9]=[CH:8][C:7]([C:10]2[N:15]=[C:14]([C:16]#[N:17])[C:13]3[N:18]=[CH:19][NH:20][C:12]=3[CH:11]=2)=[CH:6][C:5]=1[C:21]([F:24])([F:23])[F:22])[CH3:2].Br[CH2:26][CH2:27][CH2:28][C:29]([O:31]C)=[O:30], predict the reaction product. The product is: [C:16]([C:14]1[C:13]2[N:18]=[CH:19][N:20]([CH:28]([CH2:27][CH3:26])[C:29]([OH:31])=[O:30])[C:12]=2[CH:11]=[C:10]([C:7]2[CH:8]=[CH:9][C:4]([O:3][CH2:1][CH3:2])=[C:5]([C:21]([F:23])([F:24])[F:22])[CH:6]=2)[N:15]=1)#[N:17].